From a dataset of Full USPTO retrosynthesis dataset with 1.9M reactions from patents (1976-2016). Predict the reactants needed to synthesize the given product. (1) Given the product [N:1]12[CH2:8][CH2:7][C:4]([CH2:9][NH:10][CH2:11][CH2:12][N:13]3[C:21]4[C:16](=[CH:17][CH:18]=[CH:19][C:20]=4[C:22]([O-:24])=[O:23])[CH:15]=[N:14]3)([CH2:5][CH2:6]1)[CH2:3][CH2:2]2.[Li+:28], predict the reactants needed to synthesize it. The reactants are: [N:1]12[CH2:8][CH2:7][C:4]([CH2:9][NH:10][CH2:11][CH2:12][N:13]3[C:21]4[C:16](=[CH:17][CH:18]=[CH:19][C:20]=4[C:22]([O:24]C)=[O:23])[CH:15]=[N:14]3)([CH2:5][CH2:6]1)[CH2:3][CH2:2]2.O.[OH-].[Li+:28]. (2) The reactants are: C(=O)([O-])[O-].[Cs+].[Cs+].[F:7][C:8]1[C:9]([I:15])=[CH:10][C:11](=[O:14])[NH:12][CH:13]=1.Br[CH2:17][CH2:18][C@@:19]([CH3:29])([S:25]([CH3:28])(=[O:27])=[O:26])[C:20]([O:22][CH2:23][CH3:24])=[O:21]. Given the product [F:7][C:8]1[C:9]([I:15])=[CH:10][C:11](=[O:14])[N:12]([CH2:17][CH2:18][C@@:19]([CH3:29])([S:25]([CH3:28])(=[O:27])=[O:26])[C:20]([O:22][CH2:23][CH3:24])=[O:21])[CH:13]=1, predict the reactants needed to synthesize it.